From a dataset of Peptide-MHC class I binding affinity with 185,985 pairs from IEDB/IMGT. Regression. Given a peptide amino acid sequence and an MHC pseudo amino acid sequence, predict their binding affinity value. This is MHC class I binding data. (1) The peptide sequence is FLWEWASAR. The MHC is Patr-A0401 with pseudo-sequence Patr-A0401. The binding affinity (normalized) is 0.340. (2) The peptide sequence is GINNVQSLIK. The MHC is HLA-A11:01 with pseudo-sequence HLA-A11:01. The binding affinity (normalized) is 0.737. (3) The peptide sequence is GMFRTVGQL. The MHC is HLA-A02:02 with pseudo-sequence HLA-A02:02. The binding affinity (normalized) is 0.602. (4) The peptide sequence is LEVVTSTWV. The MHC is Mamu-A11 with pseudo-sequence Mamu-A11. The binding affinity (normalized) is 0.213. (5) The peptide sequence is YSHYSHNPK. The MHC is HLA-A26:03 with pseudo-sequence HLA-A26:03. The binding affinity (normalized) is 0.0847. (6) The peptide sequence is SQEQEGCY. The MHC is Mamu-B03 with pseudo-sequence Mamu-B03. The binding affinity (normalized) is 0. (7) The peptide sequence is FPYSTFPII. The MHC is HLA-A31:01 with pseudo-sequence HLA-A31:01. The binding affinity (normalized) is 0.224. (8) The peptide sequence is DMLNIMNKL. The MHC is HLA-A02:01 with pseudo-sequence HLA-A02:01. The binding affinity (normalized) is 0.211. (9) The peptide sequence is IEELRRHLL. The MHC is HLA-A30:02 with pseudo-sequence HLA-A30:02. The binding affinity (normalized) is 0. (10) The peptide sequence is SLMAFTASI. The MHC is HLA-A02:01 with pseudo-sequence HLA-A02:01. The binding affinity (normalized) is 0.569.